Dataset: Forward reaction prediction with 1.9M reactions from USPTO patents (1976-2016). Task: Predict the product of the given reaction. (1) Given the reactants I[CH2:2][CH3:3].[CH:4]1([C:7]2[C:14]([CH:15]3[CH2:17][CH2:16]3)=[CH:13][C:10]([CH:11]=[O:12])=[C:9]([OH:18])[C:8]=2[F:19])[CH2:6][CH2:5]1.C(=O)([O-])[O-].[K+].[K+].CN(C=O)C, predict the reaction product. The product is: [CH:4]1([C:7]2[C:14]([CH:15]3[CH2:17][CH2:16]3)=[CH:13][C:10]([CH:11]=[O:12])=[C:9]([O:18][CH2:2][CH3:3])[C:8]=2[F:19])[CH2:5][CH2:6]1. (2) The product is: [CH:17]1([NH:20][C:2]2[CH:7]=[CH:6][N:5]3[N:8]=[CH:9][CH:10]=[C:4]3[CH:3]=2)[CH2:19][CH2:18]1. Given the reactants Br[C:2]1[CH:7]=[CH:6][N:5]2[N:8]=[CH:9][CH:10]=[C:4]2[CH:3]=1.C(O[Na])(C)(C)C.[CH:17]1([NH2:20])[CH2:19][CH2:18]1, predict the reaction product. (3) Given the reactants [NH2:1][C:2]1[CH:3]=[C:4]([OH:10])[CH:5]=[C:6]([CH3:9])[C:7]=1[NH2:8].[CH:11](O)=O, predict the reaction product. The product is: [CH3:9][C:6]1[C:7]2[N:8]=[CH:11][NH:1][C:2]=2[CH:3]=[C:4]([OH:10])[CH:5]=1.